Dataset: Retrosynthesis with 50K atom-mapped reactions and 10 reaction types from USPTO. Task: Predict the reactants needed to synthesize the given product. (1) Given the product CC(CNS(=O)(=O)C(C)C)c1ccc(CCCN)cc1, predict the reactants needed to synthesize it. The reactants are: CC(CNS(=O)(=O)C(C)C)c1ccc(CCCNC(=O)OCc2ccccc2)cc1. (2) Given the product O=C(COc1ccc(CC2CCN(C3C4CC5CC3CC(O)(C5)C4)C2=O)c(Cl)c1)NS(=O)(=O)c1ccc(C(F)(F)F)cc1, predict the reactants needed to synthesize it. The reactants are: NS(=O)(=O)c1ccc(C(F)(F)F)cc1.O=C(O)COc1ccc(CC2CCN(C3C4CC5CC3CC(O)(C5)C4)C2=O)c(Cl)c1.